This data is from Full USPTO retrosynthesis dataset with 1.9M reactions from patents (1976-2016). The task is: Predict the reactants needed to synthesize the given product. (1) Given the product [ClH:32].[C:1]([O:5][C:6](=[O:33])[N:7]([C:14]1[N:18]([CH3:19])[C:17]2[CH:20]=[CH:21][C:22]([N:24]([CH3:25])[C:26]3[CH:31]=[CH:30][N:29]=[C:28]([NH:34][C:35]4[CH:40]=[CH:39][CH:38]=[C:37]([S:41](=[O:43])(=[O:42])[NH2:44])[CH:36]=4)[N:27]=3)=[CH:23][C:16]=2[N:15]=1)[C:8]1[CH:13]=[CH:12][CH:11]=[CH:10][CH:9]=1)([CH3:4])([CH3:3])[CH3:2], predict the reactants needed to synthesize it. The reactants are: [C:1]([O:5][C:6](=[O:33])[N:7]([C:14]1[N:18]([CH3:19])[C:17]2[CH:20]=[CH:21][C:22]([N:24]([C:26]3[CH:31]=[CH:30][N:29]=[C:28]([Cl:32])[N:27]=3)[CH3:25])=[CH:23][C:16]=2[N:15]=1)[C:8]1[CH:13]=[CH:12][CH:11]=[CH:10][CH:9]=1)([CH3:4])([CH3:3])[CH3:2].[NH2:34][C:35]1[CH:36]=[C:37]([S:41]([NH2:44])(=[O:43])=[O:42])[CH:38]=[CH:39][CH:40]=1. (2) Given the product [C:1]([C:3]1[N:4]=[CH:5][N:6]2[C:15]=1[C@@H:14]([CH2:16][CH3:17])[N:13]([CH:18]1[CH2:22][CH2:21][CH2:20][CH2:19]1)[C:12]1[N:11]=[C:10]([NH:23][C:24]3[C:32]([O:33][CH3:34])=[CH:31][C:27]([C:28]([NH:53][CH:50]4[CH2:49][CH2:48][N:47]([CH:44]5[CH2:45][CH2:46][N:41]([CH2:40][CH:37]6[CH2:38][CH2:39]6)[CH2:42][CH2:43]5)[CH2:52][CH2:51]4)=[O:30])=[C:26]([F:35])[CH:25]=3)[N:9]=[CH:8][C:7]2=1)#[N:2], predict the reactants needed to synthesize it. The reactants are: [C:1]([C:3]1[N:4]=[CH:5][N:6]2[C:15]=1[C@@H:14]([CH2:16][CH3:17])[N:13]([CH:18]1[CH2:22][CH2:21][CH2:20][CH2:19]1)[C:12]1[N:11]=[C:10]([NH:23][C:24]3[C:32]([O:33][CH3:34])=[CH:31][C:27]([C:28]([OH:30])=O)=[C:26]([F:35])[CH:25]=3)[N:9]=[CH:8][C:7]2=1)#[N:2].Cl.[CH:37]1([CH2:40][N:41]2[CH2:46][CH2:45][CH:44]([N:47]3[CH2:52][CH2:51][CH:50]([NH2:53])[CH2:49][CH2:48]3)[CH2:43][CH2:42]2)[CH2:39][CH2:38]1. (3) Given the product [NH2:14][C:9]1[N:8]=[C:7]([NH2:15])[C:6]2[C:11](=[N:12][CH:13]=[C:4]([CH2:3][C:17]([CH2:3][C:4]3[N:5]=[C:6]4[C:11](=[N:12][CH:13]=3)[N:10]=[C:9]([NH2:14])[N:8]=[C:7]4[NH2:15])([NH2:16])[C:18]3[C:27]4[C:22](=[CH:23][CH:24]=[CH:25][CH:26]=4)[CH:21]=[CH:20][CH:19]=3)[N:5]=2)[N:10]=1, predict the reactants needed to synthesize it. The reactants are: Br.Br[CH2:3][C:4]1[N:5]=[C:6]2[C:11](=[N:12][CH:13]=1)[N:10]=[C:9]([NH2:14])[N:8]=[C:7]2[NH2:15].[NH2:16][CH2:17][C:18]1[C:27]2[C:22](=[CH:23][CH:24]=[CH:25][CH:26]=2)[CH:21]=[CH:20][CH:19]=1.C(=O)(O)[O-]. (4) Given the product [CH2:7]([O:10][C:11]([NH:13][CH:14]([C:21]1[CH:26]=[CH:25][CH:24]=[C:23]([NH:27][S:28]([C:31]2[CH:36]=[CH:35][CH:34]=[C:33]([NH:37][C:5]([NH:4][CH2:1][CH2:2][CH3:3])=[O:6])[CH:32]=2)(=[O:30])=[O:29])[CH:22]=1)[CH2:15][C:16]([O:18][CH2:19][CH3:20])=[O:17])=[O:12])[CH:8]=[CH2:9], predict the reactants needed to synthesize it. The reactants are: [CH2:1]([N:4]=[C:5]=[O:6])[CH2:2][CH3:3].[CH2:7]([O:10][C:11]([NH:13][CH:14]([C:21]1[CH:26]=[CH:25][CH:24]=[C:23]([NH:27][S:28]([C:31]2[CH:36]=[CH:35][CH:34]=[C:33]([NH2:37])[CH:32]=2)(=[O:30])=[O:29])[CH:22]=1)[CH2:15][C:16]([O:18][CH2:19][CH3:20])=[O:17])=[O:12])[CH:8]=[CH2:9]. (5) Given the product [CH3:6][O:7][C:8]1[CH:56]=[C:55]([O:57][CH3:58])[CH:54]=[CH:53][C:9]=1[CH2:10][N:11]([C:12]1[C:16]2[CH:17]=[C:18]3[C:23](=[CH:24][C:15]=2[N:14]([C:34]([C:47]2[CH:48]=[CH:49][CH:50]=[CH:51][CH:52]=2)([C:35]2[CH:36]=[CH:37][CH:38]=[CH:39][CH:40]=2)[C:41]2[CH:46]=[CH:45][CH:44]=[CH:43][CH:42]=2)[N:13]=1)[NH:22][C:21](=[O:25])[N:20]([C@@H:26]([C:28]1[CH:29]=[CH:30][CH:31]=[CH:32][CH:33]=1)[CH3:27])[CH2:19]3)[C:2](=[O:3])[O:4][CH3:5], predict the reactants needed to synthesize it. The reactants are: Cl[C:2]([O:4][CH3:5])=[O:3].[CH3:6][O:7][C:8]1[CH:56]=[C:55]([O:57][CH3:58])[CH:54]=[CH:53][C:9]=1[CH2:10][NH:11][C:12]1[C:16]2[CH:17]=[C:18]3[C:23](=[CH:24][C:15]=2[N:14]([C:34]([C:47]2[CH:52]=[CH:51][CH:50]=[CH:49][CH:48]=2)([C:41]2[CH:46]=[CH:45][CH:44]=[CH:43][CH:42]=2)[C:35]2[CH:40]=[CH:39][CH:38]=[CH:37][CH:36]=2)[N:13]=1)[NH:22][C:21](=[O:25])[N:20]([C@@H:26]([C:28]1[CH:33]=[CH:32][CH:31]=[CH:30][CH:29]=1)[CH3:27])[CH2:19]3.N1C=CC=CC=1.